Dataset: Full USPTO retrosynthesis dataset with 1.9M reactions from patents (1976-2016). Task: Predict the reactants needed to synthesize the given product. Given the product [C:6]([NH:9][C:10]1[N:11]=[C:12]([Cl:3])[C:13]2[S:18][C:17](=[O:19])[N:16]([C@@H:20]3[O:32][C@H:31]([CH2:33][O:34][C:35](=[O:37])[CH3:36])[C@@H:26]([O:27][C:28](=[O:30])[CH3:29])[C@H:21]3[O:22][C:23](=[O:25])[CH3:24])[C:14]=2[N:15]=1)(=[O:8])[CH3:7], predict the reactants needed to synthesize it. The reactants are: P(Cl)(Cl)([Cl:3])=O.[C:6]([NH:9][C:10]1[NH:11][C:12](=O)[C:13]2[S:18][C:17](=[O:19])[N:16]([C@@H:20]3[O:32][C@H:31]([CH2:33][O:34][C:35](=[O:37])[CH3:36])[C@@H:26]([O:27][C:28](=[O:30])[CH3:29])[C@H:21]3[O:22][C:23](=[O:25])[CH3:24])[C:14]=2[N:15]=1)(=[O:8])[CH3:7].C(N(CC)CC)C.C([O-])(O)=O.[Na+].